Dataset: Peptide-MHC class II binding affinity with 134,281 pairs from IEDB. Task: Regression. Given a peptide amino acid sequence and an MHC pseudo amino acid sequence, predict their binding affinity value. This is MHC class II binding data. (1) The MHC is DRB1_1101 with pseudo-sequence DRB1_1101. The peptide sequence is IHLVIHRIRTLIGQEHHHHHH. The binding affinity (normalized) is 0. (2) The peptide sequence is EVITKLGERKILRPRWI. The MHC is DRB1_0404 with pseudo-sequence DRB1_0404. The binding affinity (normalized) is 0. (3) The peptide sequence is RKGVLFNIQYVNYWF. The MHC is HLA-DQA10102-DQB10602 with pseudo-sequence HLA-DQA10102-DQB10602. The binding affinity (normalized) is 0.238. (4) The peptide sequence is LVVGIYDEPMTPGQC. The MHC is HLA-DQA10104-DQB10503 with pseudo-sequence HLA-DQA10104-DQB10503. The binding affinity (normalized) is 0.406. (5) The peptide sequence is DAFIAALTEALRVIA. The MHC is DRB1_1302 with pseudo-sequence DRB1_1302. The binding affinity (normalized) is 0.773.